From a dataset of NCI-60 drug combinations with 297,098 pairs across 59 cell lines. Regression. Given two drug SMILES strings and cell line genomic features, predict the synergy score measuring deviation from expected non-interaction effect. (1) Drug 1: COC1=C(C=C2C(=C1)N=CN=C2NC3=CC(=C(C=C3)F)Cl)OCCCN4CCOCC4. Drug 2: C1CC(=O)NC(=O)C1N2C(=O)C3=CC=CC=C3C2=O. Cell line: LOX IMVI. Synergy scores: CSS=9.09, Synergy_ZIP=-2.81, Synergy_Bliss=3.75, Synergy_Loewe=-1.99, Synergy_HSA=2.85. (2) Cell line: MCF7. Synergy scores: CSS=31.9, Synergy_ZIP=-0.535, Synergy_Bliss=-0.367, Synergy_Loewe=-6.29, Synergy_HSA=0.537. Drug 2: C1=NC(=NC(=O)N1C2C(C(C(O2)CO)O)O)N. Drug 1: C1=CC(=CC=C1CCC2=CNC3=C2C(=O)NC(=N3)N)C(=O)NC(CCC(=O)O)C(=O)O. (3) Drug 1: C1CC(=O)NC(=O)C1N2CC3=C(C2=O)C=CC=C3N. Drug 2: CN(CC1=CN=C2C(=N1)C(=NC(=N2)N)N)C3=CC=C(C=C3)C(=O)NC(CCC(=O)O)C(=O)O. Cell line: UACC62. Synergy scores: CSS=10.7, Synergy_ZIP=0.0935, Synergy_Bliss=0.429, Synergy_Loewe=1.29, Synergy_HSA=1.47.